The task is: Predict the reactants needed to synthesize the given product.. This data is from Full USPTO retrosynthesis dataset with 1.9M reactions from patents (1976-2016). (1) Given the product [CH2:29]([N:14]([CH2:13][C:4]1[C:5]([O:11][CH3:12])=[CH:6][C:7]([O:9][CH3:10])=[CH:8][C:3]=1[O:2][CH3:1])[S:16]([C:19]1[CH:28]=[CH:27][C:22]([C:23]([OH:25])=[O:24])=[CH:21][CH:20]=1)(=[O:18])=[O:17])[C:30]1[CH:35]=[CH:34][CH:33]=[CH:32][CH:31]=1, predict the reactants needed to synthesize it. The reactants are: [CH3:1][O:2][C:3]1[CH:8]=[C:7]([O:9][CH3:10])[CH:6]=[C:5]([O:11][CH3:12])[C:4]=1[CH2:13][NH2:14].Cl[S:16]([C:19]1[CH:28]=[CH:27][C:22]([C:23]([O:25]C)=[O:24])=[CH:21][CH:20]=1)(=[O:18])=[O:17].[CH2:29](Br)[C:30]1[CH:35]=[CH:34][CH:33]=[CH:32][CH:31]=1. (2) Given the product [Cl:13][C:8]1[CH:7]=[C:6]([CH2:5][C@H:4]([NH:14][C:15](=[O:24])[O:16][CH2:17][C:18]2[CH:23]=[CH:22][CH:21]=[CH:20][CH:19]=2)[C@H:3]2[CH2:2][O:25]2)[CH:11]=[C:10]([Cl:12])[CH:9]=1, predict the reactants needed to synthesize it. The reactants are: Br[CH2:2][C@@H:3]([OH:25])[C@@H:4]([NH:14][C:15](=[O:24])[O:16][CH2:17][C:18]1[CH:23]=[CH:22][CH:21]=[CH:20][CH:19]=1)[CH2:5][C:6]1[CH:11]=[C:10]([Cl:12])[CH:9]=[C:8]([Cl:13])[CH:7]=1.C([O-])([O-])=O.[K+].[K+]. (3) Given the product [CH3:29][O:28][C:24](=[O:27])[CH2:25][CH2:26][N:8]1[C:7]2[CH:11]=[CH:12][CH:13]=[C:14]([CH:15]([CH3:17])[CH3:16])[C:6]=2[O:5][CH:4]([CH:1]([CH3:3])[CH3:2])[C:9]1=[O:10], predict the reactants needed to synthesize it. The reactants are: [CH:1]([CH:4]1[C:9](=[O:10])[NH:8][C:7]2[CH:11]=[CH:12][CH:13]=[C:14]([CH:15]([CH3:17])[CH3:16])[C:6]=2[O:5]1)([CH3:3])[CH3:2].C(=O)([O-])[O-].[K+].[K+].[C:24]([O:28][CH3:29])(=[O:27])[CH:25]=[CH2:26].Cl. (4) The reactants are: [OH-].[Na+].C([O:10][C:11]([C:13]1([NH:19][C:20]([N:22]2[CH2:26][CH2:25][S:24][CH2:23]2)=[O:21])[CH2:18][CH2:17][CH2:16][CH2:15][CH2:14]1)=[O:12])C1C=CC=CC=1. Given the product [S:24]1[CH2:25][CH2:26][N:22]([C:20]([NH:19][C:13]2([C:11]([OH:12])=[O:10])[CH2:18][CH2:17][CH2:16][CH2:15][CH2:14]2)=[O:21])[CH2:23]1, predict the reactants needed to synthesize it.